From a dataset of Catalyst prediction with 721,799 reactions and 888 catalyst types from USPTO. Predict which catalyst facilitates the given reaction. (1) Reactant: C([O:3][C:4](=[O:22])[C:5]1[CH:10]=[CH:9][C:8]([O:11][CH2:12][CH2:13][NH:14][C:15]([O:17][C:18]([CH3:21])([CH3:20])[CH3:19])=[O:16])=[CH:7][CH:6]=1)C.O[Li].O. Product: [C:18]([O:17][C:15]([NH:14][CH2:13][CH2:12][O:11][C:8]1[CH:9]=[CH:10][C:5]([C:4]([OH:22])=[O:3])=[CH:6][CH:7]=1)=[O:16])([CH3:21])([CH3:19])[CH3:20]. The catalyst class is: 731. (2) Reactant: [Cl:1][C:2](Cl)([O:4]C(=O)OC(Cl)(Cl)Cl)Cl.C(N(CC)C(C)C)(C)C.[CH2:22]([O:24][CH2:25][CH2:26][OH:27])[CH3:23]. Product: [Cl:1][C:2]([O:27][CH2:26][CH2:25][O:24][CH2:22][CH3:23])=[O:4]. The catalyst class is: 7. (3) Reactant: [OH:1][N:2]=[C:3]([NH2:13])[C:4]1[CH:9]=[CH:8][C:7]([N+:10]([O-:12])=[O:11])=[CH:6][CH:5]=1.Cl[C:15](=O)[CH2:16][CH2:17][CH2:18][C:19]([O:21][CH3:22])=[O:20]. Product: [N+:10]([C:7]1[CH:6]=[CH:5][C:4]([C:3]2[N:13]=[C:15]([CH2:16][CH2:17][CH2:18][C:19]([O:21][CH3:22])=[O:20])[O:1][N:2]=2)=[CH:9][CH:8]=1)([O-:12])=[O:11]. The catalyst class is: 11. (4) Reactant: Cl.C(N=C=NCCCN(C)C)C.ON1C2C=CC=CC=2N=N1.CCN(C(C)C)C(C)C.[C:32]([O:36][C:37]([NH:39][C@@H:40]([CH2:44][CH:45]1[CH2:50][CH2:49][CH2:48][CH2:47][CH2:46]1)[C:41]([OH:43])=O)=[O:38])([CH3:35])([CH3:34])[CH3:33].[C@:51]12([CH3:61])[C:57]([CH3:59])([CH3:58])[CH:54]([CH2:55][CH2:56]1)[CH2:53][CH:52]2[NH2:60]. Product: [C:32]([O:36][C:37](=[O:38])[NH:39][C@H:40]([C:41](=[O:43])[NH:60][C@H:52]1[CH2:53][C@@H:54]2[C:57]([CH3:59])([CH3:58])[C@@:51]1([CH3:61])[CH2:56][CH2:55]2)[CH2:44][CH:45]1[CH2:50][CH2:49][CH2:48][CH2:47][CH2:46]1)([CH3:33])([CH3:34])[CH3:35]. The catalyst class is: 3. (5) The catalyst class is: 25. Reactant: [CH3:1][C:2]1[C:11]([C:12]([OH:14])=O)=[CH:10][C:9]2[C:4](=[N:5][CH:6]=[CH:7][CH:8]=2)[N:3]=1.C1N=CN(C(N2C=NC=C2)=O)C=1.[NH2:27][CH2:28][C:29]1[CH:34]=[CH:33][C:32]([C:35]2([OH:41])[CH2:40][CH2:39][CH2:38][CH2:37][CH2:36]2)=[CH:31][CH:30]=1.C(Cl)Cl. Product: [OH:41][C:35]1([C:32]2[CH:31]=[CH:30][C:29]([CH2:28][NH:27][C:12]([C:11]3[C:2]([CH3:1])=[N:3][C:4]4[C:9]([CH:10]=3)=[CH:8][CH:7]=[CH:6][N:5]=4)=[O:14])=[CH:34][CH:33]=2)[CH2:36][CH2:37][CH2:38][CH2:39][CH2:40]1.